Predict the product of the given reaction. From a dataset of Forward reaction prediction with 1.9M reactions from USPTO patents (1976-2016). (1) Given the reactants I[C:2]1[C:3](C)=NO[C:6]=1C.[C:9]([Si:11]([CH3:14])([CH3:13])[CH3:12])#[CH:10].[CH3:15][C:16](OC)([CH3:18])[CH3:17], predict the reaction product. The product is: [CH3:12][Si:11]([CH3:14])([CH3:13])[C:9]#[C:10][C:15]1[CH:3]=[CH:2][CH:6]=[CH:17][C:16]=1[CH3:18]. (2) The product is: [Br:33][CH2:9][C:6]1[CH:5]=[CH:4][C:3]([C:2]([F:12])([F:11])[F:1])=[CH:8][N:7]=1. Given the reactants [F:1][C:2]([F:12])([F:11])[C:3]1[CH:4]=[CH:5][C:6]([CH2:9]O)=[N:7][CH:8]=1.C1(P(C2C=CC=CC=2)C2C=CC=CC=2)C=CC=CC=1.C(Br)(Br)(Br)[Br:33], predict the reaction product. (3) Given the reactants [C:1]([C:3]1[CH:32]=[CH:31][C:6]2[CH:7]=[C:8]([CH:10]([OH:30])[C:11]3[C:19]([O:20][CH3:21])=[CH:18][C:17]([CH3:22])=[C:16]4[C:12]=3[CH:13]=[CH:14][N:15]4C(OC(C)(C)C)=O)[O:9][C:5]=2[CH:4]=1)#[N:2].C([O-])([O-])=O.[Cs+].[Cs+], predict the reaction product. The product is: [OH:30][CH:10]([C:11]1[C:19]([O:20][CH3:21])=[CH:18][C:17]([CH3:22])=[C:16]2[C:12]=1[CH:13]=[CH:14][NH:15]2)[C:8]1[O:9][C:5]2[CH:4]=[C:3]([C:1]#[N:2])[CH:32]=[CH:31][C:6]=2[CH:7]=1. (4) Given the reactants [Cl:1][C:2]1[CH:3]=[C:4]([C:14]2([OH:21])[CH2:17][CH:16]([C:18](O)=[O:19])[CH2:15]2)[CH:5]=[CH:6][C:7]=1[CH2:8][N:9]1[CH2:13][CH2:12][CH2:11][CH2:10]1.Cl.[CH:23]1([CH2:26][NH:27][CH3:28])[CH2:25][CH2:24]1.C(N(CC)CC)C.C(P1(=O)OP(CCC)(=O)OP(CCC)(=O)O1)CC.[OH-].[Na+], predict the reaction product. The product is: [CH:23]1([CH2:26][N:27]([CH3:28])[C:18]([CH:16]2[CH2:17][C:14]([C:4]3[CH:5]=[CH:6][C:7]([CH2:8][N:9]4[CH2:10][CH2:11][CH2:12][CH2:13]4)=[C:2]([Cl:1])[CH:3]=3)([OH:21])[CH2:15]2)=[O:19])[CH2:25][CH2:24]1. (5) The product is: [F:1][C:2]([F:22])([C:16]1[CH:21]=[CH:20][CH:19]=[CH:18][CH:17]=1)[CH2:3][O:4][C:5]1[CH:10]=[CH:9][C:8]([CH2:11][CH2:12][NH2:14])=[CH:7][C:6]=1[CH3:15]. Given the reactants [F:1][C:2]([F:22])([C:16]1[CH:21]=[CH:20][CH:19]=[CH:18][CH:17]=1)[CH2:3][O:4][C:5]1[CH:10]=[CH:9][C:8]([CH2:11][C:12]([NH2:14])=O)=[CH:7][C:6]=1[CH3:15].Cl.[OH-].[Na+], predict the reaction product. (6) Given the reactants [O:1]1[C:5]2[CH:6]=[CH:7][C:8]([C:10]3([C:13]([OH:15])=O)[CH2:12][CH2:11]3)=[CH:9][C:4]=2[O:3][CH2:2]1.S(Cl)(Cl)=O.CN(C)C=O.[Br:25][C:26]1[CH:27]=[CH:28][C:29]([NH2:32])=[N:30][CH:31]=1, predict the reaction product. The product is: [O:1]1[C:5]2[CH:6]=[CH:7][C:8]([C:10]3([C:13]([NH:32][C:29]4[CH:28]=[CH:27][C:26]([Br:25])=[CH:31][N:30]=4)=[O:15])[CH2:11][CH2:12]3)=[CH:9][C:4]=2[O:3][CH2:2]1. (7) Given the reactants Cl.[CH3:2][O:3][C:4]1[CH:5]=[C:6]([C:12]2[C:13]([CH3:25])([CH3:24])[C:14](=[O:23])[N:15]([CH:17]3[CH2:22][CH2:21][NH:20][CH2:19][CH2:18]3)[N:16]=2)[CH:7]=[CH:8][C:9]=1[O:10][CH3:11].[CH3:26][N:27]([CH3:41])[C:28]1[C:37]2[C:32](=[CH:33][CH:34]=[CH:35][CH:36]=2)[C:31]([C:38](O)=[O:39])=[CH:30][CH:29]=1, predict the reaction product. The product is: [CH3:2][O:3][C:4]1[CH:5]=[C:6]([C:12]2[C:13]([CH3:25])([CH3:24])[C:14](=[O:23])[N:15]([CH:17]3[CH2:22][CH2:21][N:20]([C:38]([C:31]4[C:32]5[C:37](=[CH:36][CH:35]=[CH:34][CH:33]=5)[C:28]([N:27]([CH3:41])[CH3:26])=[CH:29][CH:30]=4)=[O:39])[CH2:19][CH2:18]3)[N:16]=2)[CH:7]=[CH:8][C:9]=1[O:10][CH3:11].